From a dataset of Antibody developability classification from SAbDab with 2,409 antibodies. Regression/Classification. Given an antibody's heavy chain and light chain sequences, predict its developability. TAP uses regression for 5 developability metrics; SAbDab uses binary classification. (1) The antibody is ['RITLKESGPPLVKPTQTLTLTCSFSGFSLSDFGVGVGWIRQPPGKALEWLAIIYSDDDKRYSPSLNTRLTITKDTSKNQVVLVMTRVSPVDTATYFCAHRRGPTTLFGVPIARGPVNAMDVWGQGITVTISS', 'PROT_09A57F9F']. Result: 0 (not developable). (2) The antibody is ['QVQLQQSGAELVRAGSSVKMSCKASGYTFTSYGVNWVKQRPGQGLEWIGYINPGKGYLSYNEKFKGKTTLTVDRSSSTAYMQLRSLTSEDAAVYFCARSFYGGSDLAVYYFDSWGQGTTLTVSS', 'DIQMTQTTSSLSASLGDRVTISCRASQDISNYLNWYQQKPDGTVKLLIYYTSRLHSGVPSRFSGSGSGTDYSLTISNLEHEDIATYFCQQGSTLPRTFGGGTKLEIK']. Result: 0 (not developable).